From a dataset of Reaction yield outcomes from USPTO patents with 853,638 reactions. Predict the reaction yield, written as a fraction of the theoretical maximum amount of product (1.0 means a 100% yield; for example, 0.34 means a 34% yield). (1) The reactants are [O:1]1[CH:5]=[C:4]([C:6]([OH:8])=O)[N:3]=[CH:2]1.[NH2:9][C@@H:10]([CH3:26])[CH2:11][N:12]1[CH:16]=[CH:15][C:14]([C:17]2[CH:24]=[CH:23][C:20]([C:21]#[N:22])=[C:19]([Cl:25])[CH:18]=2)=[N:13]1. No catalyst specified. The product is [Cl:25][C:19]1[CH:18]=[C:17]([C:14]2[CH:15]=[CH:16][N:12]([CH2:11][C@@H:10]([NH:9][C:6]([C:4]3[N:3]=[CH:2][O:1][CH:5]=3)=[O:8])[CH3:26])[N:13]=2)[CH:24]=[CH:23][C:20]=1[C:21]#[N:22]. The yield is 0.329. (2) The reactants are Cl[CH2:2][C@@H:3]1[CH2:7][O:6][C:5]([CH3:9])([CH3:8])[O:4]1.[Cl:10][C:11]1[N:19]=[C:18]2[C:14]([NH:15][C:16](=[O:26])[N:17]2[CH:20]2[CH2:25][CH2:24][O:23][CH2:22][CH2:21]2)=[CH:13][N:12]=1.C(=O)([O-])[O-].[K+].[K+].O. The catalyst is CN(C=O)C. The product is [Cl:10][C:11]1[N:19]=[C:18]2[C:14]([N:15]([CH2:2][C@H:3]3[CH2:7][O:6][C:5]([CH3:9])([CH3:8])[O:4]3)[C:16](=[O:26])[N:17]2[CH:20]2[CH2:21][CH2:22][O:23][CH2:24][CH2:25]2)=[CH:13][N:12]=1. The yield is 0.520. (3) The reactants are [NH2:1][C:2]1[N:3]=[N:4][C:5]([Cl:10])=[C:6]([CH3:9])[C:7]=1[CH3:8].Br[CH2:12][C:13]([C:15]1[CH:20]=[CH:19][C:18]([F:21])=[CH:17][CH:16]=1)=O. The catalyst is C(O)C. The product is [Cl:10][C:5]1[C:6]([CH3:9])=[C:7]([CH3:8])[C:2]2[N:3]([CH:12]=[C:13]([C:15]3[CH:20]=[CH:19][C:18]([F:21])=[CH:17][CH:16]=3)[N:1]=2)[N:4]=1. The yield is 0.840. (4) The reactants are [Cl:1][C:2]1[CH:3]=[C:4]([CH:7]=[CH:8][C:9]=1[OH:10])[CH:5]=[O:6].[N+:11]([O-])([OH:13])=[O:12]. The catalyst is C(O)(=O)C. The product is [Cl:1][C:2]1[CH:3]=[C:4]([CH:7]=[C:8]([N+:11]([O-:13])=[O:12])[C:9]=1[OH:10])[CH:5]=[O:6]. The yield is 0.584. (5) The catalyst is O1CCCC1. The product is [CH3:8][O:9][C:10]1[CH:18]=[CH:17][CH:16]=[C:12]2[C:13]([O:21][C:19](=[O:20])[C:11]=12)=[O:15]. The reactants are C(OC(=O)C)(=O)C.[CH3:8][O:9][C:10]1[CH:18]=[CH:17][CH:16]=[C:12]([C:13]([OH:15])=O)[C:11]=1[C:19]([OH:21])=[O:20]. The yield is 0.990. (6) The reactants are [F:1][C:2]1[CH:11]=[C:10]2[C:5]([CH:6]=[CH:7][C:8](=[O:12])[NH:9]2)=[CH:4][CH:3]=1.[H-].[Na+].Br[CH2:16][CH2:17][CH2:18]Cl.C([O-])([O-])=O.[K+].[K+].[CH2:26]([CH:30]1[CH2:35][CH2:34][NH:33][CH2:32][CH2:31]1)[CH2:27][CH2:28][CH3:29]. The catalyst is CCOCC.O.CCOC(C)=O.CN(C=O)C. The product is [CH2:26]([CH:30]1[CH2:35][CH2:34][N:33]([CH2:16][CH2:17][CH2:18][N:9]2[C:10]3[C:5](=[CH:4][CH:3]=[C:2]([F:1])[CH:11]=3)[CH:6]=[CH:7][C:8]2=[O:12])[CH2:32][CH2:31]1)[CH2:27][CH2:28][CH3:29]. The yield is 0.110. (7) The reactants are C(N(CC)CC)C.Cl.[NH2:9][CH2:10][C:11]([C:13]1[CH:18]=[CH:17][CH:16]=[CH:15][C:14]=1[O:19][CH3:20])=[O:12].[CH3:21][O:22][C:23](=[O:33])[CH2:24][CH2:25][CH2:26][CH2:27][CH2:28][CH2:29][C:30](O)=[O:31].CCN=C=NCCCN(C)C.Cl. The catalyst is C(Cl)Cl.C(OCC)(=O)C. The product is [CH3:21][O:22][C:23](=[O:33])[CH2:24][CH2:25][CH2:26][CH2:27][CH2:28][CH2:29][C:30](=[O:31])[NH:9][CH2:10][C:11]([C:13]1[CH:18]=[CH:17][CH:16]=[CH:15][C:14]=1[O:19][CH3:20])=[O:12]. The yield is 0.880.